Dataset: Reaction yield outcomes from USPTO patents with 853,638 reactions. Task: Predict the reaction yield, written as a fraction of the theoretical maximum amount of product (1.0 means a 100% yield; for example, 0.34 means a 34% yield). (1) The reactants are [CH3:1][N:2]1[CH2:7][CH2:6][N:5]([CH2:8][CH2:9][N:10]2[C:14]3[CH2:15][CH2:16][C:17]4[C:18]5[C:19](O)=[N:20][CH:21]=[N:22][C:23]=5[S:24][C:25]=4[C:13]=3[CH:12]=[N:11]2)[CH2:4][CH2:3]1.O=P(Cl)(Cl)[Cl:29]. No catalyst specified. The product is [Cl:29][C:19]1[N:20]=[CH:21][N:22]=[C:23]2[C:18]=1[C:17]1[CH2:16][CH2:15][C:14]3[N:10]([CH2:9][CH2:8][N:5]4[CH2:6][CH2:7][N:2]([CH3:1])[CH2:3][CH2:4]4)[N:11]=[CH:12][C:13]=3[C:25]=1[S:24]2. The yield is 0.710. (2) The reactants are [CH2:1]([C:3]([C:21]1[CH:26]=[CH:25][C:24]([OH:27])=[C:23]([CH3:28])[CH:22]=1)([C:6]1[CH:11]=[CH:10][C:9]([C:12]#[C:13][C:14]([CH2:18][CH3:19])([OH:17])[CH2:15][CH3:16])=[C:8]([CH3:20])[CH:7]=1)[CH2:4][CH3:5])[CH3:2].[CH2:29]([O:31][C:32](=[O:39])[CH2:33][CH2:34][CH2:35][CH2:36][CH2:37]Br)[CH3:30]. No catalyst specified. The product is [CH2:29]([O:31][C:32](=[O:39])[CH2:33][CH2:34][CH2:35][CH2:36][CH2:37][O:27][C:24]1[CH:25]=[CH:26][C:21]([C:3]([CH2:4][CH3:5])([C:6]2[CH:11]=[CH:10][C:9]([C:12]#[C:13][C:14]([CH2:15][CH3:16])([OH:17])[CH2:18][CH3:19])=[C:8]([CH3:20])[CH:7]=2)[CH2:1][CH3:2])=[CH:22][C:23]=1[CH3:28])[CH3:30]. The yield is 0.640. (3) The reactants are [NH:1]1[C:9]2[C:4](=[CH:5][C:6]([C:10]3[N:14]=[C:13]([C:15]4[S:16][C:17]([C:26]([F:29])([F:28])[F:27])=[C:18]([C:20]5[CH:25]=[CH:24][CH:23]=[CH:22][CH:21]=5)[CH:19]=4)[O:12][N:11]=3)=[CH:7][CH:8]=2)[CH:3]=[CH:2]1.C([BH3-])#N.[Na+].[OH-].[Na+]. The catalyst is C(O)(=O)C. The product is [NH:1]1[C:9]2[C:4](=[CH:5][C:6]([C:10]3[N:14]=[C:13]([C:15]4[S:16][C:17]([C:26]([F:27])([F:28])[F:29])=[C:18]([C:20]5[CH:25]=[CH:24][CH:23]=[CH:22][CH:21]=5)[CH:19]=4)[O:12][N:11]=3)=[CH:7][CH:8]=2)[CH2:3][CH2:2]1. The yield is 0.843. (4) The reactants are [F:1][C:2]1[CH:9]=[C:8]([C:10]#[N:11])[CH:7]=[CH:6][C:3]=1[CH:4]=O.C([CH2:15][S:16]([CH2:19][S:20]([CH2:23][C:24](O)=O)(=[O:22])=[O:21])(=[O:18])=[O:17])(O)=O. The catalyst is C(O)(=O)C. The product is [F:1][C:2]1[CH:9]=[C:8]([C:10]#[N:11])[CH:7]=[CH:6][C:3]=1/[CH:4]=[CH:15]/[S:16]([CH2:19][S:20](/[CH:23]=[CH:24]/[C:3]1[CH:6]=[CH:7][C:8]([C:10]#[N:11])=[CH:9][C:2]=1[F:1])(=[O:22])=[O:21])(=[O:18])=[O:17]. The yield is 0.720.